Dataset: Full USPTO retrosynthesis dataset with 1.9M reactions from patents (1976-2016). Task: Predict the reactants needed to synthesize the given product. The reactants are: [Li+].CC([N-]C(C)C)C.[Br:9][C:10]1[CH:15]=[CH:14][C:13]([NH2:16])=[C:12]([CH3:17])[CH:11]=1.Cl[C:19]1[C:27]([C:28]([OH:30])=[O:29])=[C:26]2[N:22]([CH2:23][CH2:24][CH2:25]2)[C:21](=[O:31])[C:20]=1[F:32]. Given the product [Br:9][C:10]1[CH:15]=[CH:14][C:13]([NH:16][C:19]2[C:27]([C:28]([OH:30])=[O:29])=[C:26]3[N:22]([CH2:23][CH2:24][CH2:25]3)[C:21](=[O:31])[C:20]=2[F:32])=[C:12]([CH3:17])[CH:11]=1, predict the reactants needed to synthesize it.